This data is from Reaction yield outcomes from USPTO patents with 853,638 reactions. The task is: Predict the reaction yield, written as a fraction of the theoretical maximum amount of product (1.0 means a 100% yield; for example, 0.34 means a 34% yield). (1) The reactants are [C:1]([C:3]1[CH:15]=[C:14]2[C:6]([C:7]3[C:8](=[O:25])[C:9]4[CH:21]=[CH:20][C:19]([C:22]([OH:24])=O)=[CH:18][C:10]=4[C:11]([CH3:17])([CH3:16])[C:12]=3[NH:13]2)=[CH:5][CH:4]=1)#[N:2].[NH:26]1[CH2:31][CH2:30][O:29][CH2:28][CH2:27]1.C(N(CC)C(C)C)(C)C. The catalyst is O1CCCC1. The product is [CH3:16][C:11]1([CH3:17])[C:12]2[NH:13][C:14]3[C:6](=[CH:5][CH:4]=[C:3]([C:1]#[N:2])[CH:15]=3)[C:7]=2[C:8](=[O:25])[C:9]2[CH:21]=[CH:20][C:19]([C:22]([N:26]3[CH2:31][CH2:30][O:29][CH2:28][CH2:27]3)=[O:24])=[CH:18][C:10]1=2. The yield is 0.550. (2) The reactants are [C:1]([O:5][C:6](=[O:25])[NH:7][C@H:8]1[CH2:13][CH2:12][C@H:11]([NH:14][C@@H:15]2[C:24]3[N:23]=[CH:22][CH:21]=[CH:20][C:19]=3[CH2:18][CH2:17][CH2:16]2)[CH2:10][CH2:9]1)([CH3:4])([CH3:3])[CH3:2].[C:26]([O:30][C:31]([N:33]1[C:37]2[CH:38]=[CH:39][CH:40]=[CH:41][C:36]=2[N:35]=[C:34]1[CH2:42]Cl)=[O:32])([CH3:29])([CH3:28])[CH3:27].C(N(C(C)C)CC)(C)C.[I-].[K+]. The catalyst is C(#N)C. The yield is 0.560. The product is [C:26]([O:30][C:31]([N:33]1[C:37]2[CH:38]=[CH:39][CH:40]=[CH:41][C:36]=2[N:35]=[C:34]1[CH2:42][N:14]([C@H:11]1[CH2:12][CH2:13][C@H:8]([NH:7][C:6]([O:5][C:1]([CH3:4])([CH3:2])[CH3:3])=[O:25])[CH2:9][CH2:10]1)[CH:15]1[C:24]2[N:23]=[CH:22][CH:21]=[CH:20][C:19]=2[CH2:18][CH2:17][CH2:16]1)=[O:32])([CH3:29])([CH3:28])[CH3:27]. (3) The reactants are [CH3:1][O:2][C:3](=[O:33])[CH:4]([C:10]1[CH:11]=[C:12]([C:23]2[CH:28]=[CH:27][C:26]([C:29]([F:32])([F:31])[F:30])=[CH:25][CH:24]=2)[C:13](N)=[C:14]([O:16][CH2:17][C:18]([F:21])([F:20])[F:19])[CH:15]=1)[CH2:5][CH:6]1[CH2:9][CH2:8][CH2:7]1.[ClH:34].N([O-])=O.[Na+]. The catalyst is CC#N.O.Cl[Cu]. The product is [CH3:1][O:2][C:3](=[O:33])[CH:4]([C:10]1[CH:11]=[C:12]([C:23]2[CH:28]=[CH:27][C:26]([C:29]([F:32])([F:31])[F:30])=[CH:25][CH:24]=2)[C:13]([Cl:34])=[C:14]([O:16][CH2:17][C:18]([F:21])([F:20])[F:19])[CH:15]=1)[CH2:5][CH:6]1[CH2:9][CH2:8][CH2:7]1. The yield is 0.950.